Task: Regression. Given a peptide amino acid sequence and an MHC pseudo amino acid sequence, predict their binding affinity value. This is MHC class I binding data.. Dataset: Peptide-MHC class I binding affinity with 185,985 pairs from IEDB/IMGT (1) The peptide sequence is GLLEAGNSL. The MHC is HLA-A02:01 with pseudo-sequence HLA-A02:01. The binding affinity (normalized) is 0.872. (2) The peptide sequence is SHDVLTVQF. The MHC is HLA-A02:06 with pseudo-sequence HLA-A02:06. The binding affinity (normalized) is 0.0847. (3) The peptide sequence is MYPFIFFIV. The MHC is HLA-B07:02 with pseudo-sequence HLA-B07:02. The binding affinity (normalized) is 0.213. (4) The peptide sequence is TAFTIPST. The MHC is HLA-B42:01 with pseudo-sequence HLA-B42:01. The binding affinity (normalized) is 0.254.